Dataset: Reaction yield outcomes from USPTO patents with 853,638 reactions. Task: Predict the reaction yield, written as a fraction of the theoretical maximum amount of product (1.0 means a 100% yield; for example, 0.34 means a 34% yield). (1) The reactants are [C:1]([C:3]1[CH:4]=[CH:5][C:6]([O:18][C:19]2[CH:24]=[C:23]([Cl:25])[CH:22]=[C:21]([Cl:26])[CH:20]=2)=[C:7]([S:9]([NH:12][CH2:13][CH2:14][N:15]([CH3:17])[CH3:16])(=[O:11])=[O:10])[CH:8]=1)#[N:2].Br[CH2:28][CH2:29][N:30]1[C:34](=[O:35])[CH2:33][CH2:32][C:31]1=[O:36].[H-].[Na+]. The catalyst is CN(C=O)C. The product is [C:1]([C:3]1[CH:4]=[CH:5][C:6]([O:18][C:19]2[CH:20]=[C:21]([Cl:26])[CH:22]=[C:23]([Cl:25])[CH:24]=2)=[C:7]([S:9]([N:12]([CH2:13][CH2:14][N:15]([CH3:17])[CH3:16])[CH2:28][CH2:29][N:30]2[C:34](=[O:35])[CH2:33][CH2:32][C:31]2=[O:36])(=[O:10])=[O:11])[CH:8]=1)#[N:2]. The yield is 0.816. (2) The reactants are [CH3:1][O:2][C:3]1[CH:4]=[C:5]([OH:9])[CH:6]=[CH:7][CH:8]=1.Cl[C:11]1[N:12]=[C:13]([OH:21])[C:14]2[CH:20]=[CH:19][N:18]=[CH:17][C:15]=2[N:16]=1. No catalyst specified. The product is [CH3:1][O:2][C:3]1[CH:4]=[C:5]([CH:6]=[CH:7][CH:8]=1)[O:9][C:11]1[N:12]=[C:13]([OH:21])[C:14]2[CH:20]=[CH:19][N:18]=[CH:17][C:15]=2[N:16]=1. The yield is 0.340. (3) The reactants are [CH3:1][C@H:2]1[C@H:7]([CH3:8])[N:6](C)[CH2:5][CH2:4][N:3]1[C:10](OCC1C=CC=CC=1)=O. The catalyst is CO. The product is [CH3:10][N:3]1[CH2:4][CH2:5][NH:6][C@@H:7]([CH3:8])[C@@H:2]1[CH3:1]. The yield is 1.00. (4) The reactants are [N:1]1([C:7]2[CH:8]=[CH:9][C:10]3[O:14][C:13](B(O)O)=[CH:12][C:11]=3[CH:18]=2)[CH2:6][CH2:5][CH2:4][CH2:3][CH2:2]1.Br[C:20]1[CH:27]=[CH:26][C:23]([CH:24]=[O:25])=[CH:22][CH:21]=1.C(N(CC)CC)C. The catalyst is C(O)C.Cl[Pd](Cl)([P](C1C=CC=CC=1)(C1C=CC=CC=1)C1C=CC=CC=1)[P](C1C=CC=CC=1)(C1C=CC=CC=1)C1C=CC=CC=1. The product is [N:1]1([C:7]2[CH:8]=[CH:9][C:10]3[O:14][C:13]([C:20]4[CH:27]=[CH:26][C:23]([CH:24]=[O:25])=[CH:22][CH:21]=4)=[CH:12][C:11]=3[CH:18]=2)[CH2:6][CH2:5][CH2:4][CH2:3][CH2:2]1. The yield is 0.280. (5) The reactants are [CH:1]1([CH2:6][CH:7]([C:11]2[CH:16]=[CH:15][C:14]([S:17][CH3:18])=[C:13]([C:19]([F:22])([F:21])[F:20])[CH:12]=2)[C:8]([OH:10])=[O:9])[CH2:5][CH2:4][CH2:3][CH2:2]1.S(=O)(=O)(O)O.[CH2:28](O)[CH3:29]. No catalyst specified. The product is [CH2:28]([O:9][C:8](=[O:10])[CH:7]([C:11]1[CH:16]=[CH:15][C:14]([S:17][CH3:18])=[C:13]([C:19]([F:22])([F:20])[F:21])[CH:12]=1)[CH2:6][CH:1]1[CH2:5][CH2:4][CH2:3][CH2:2]1)[CH3:29]. The yield is 0.948.